Predict the reaction yield, written as a fraction of the theoretical maximum amount of product (1.0 means a 100% yield; for example, 0.34 means a 34% yield). From a dataset of Reaction yield outcomes from USPTO patents with 853,638 reactions. (1) The reactants are Br[C:2]1[C:10]2[S:9][C:8]([NH:11][C:12]([C:14]3[S:15][C:16]([CH3:19])=[CH:17][CH:18]=3)=[O:13])=[N:7][C:6]=2[C:5]([O:20][CH3:21])=[CH:4][CH:3]=1.[N:22]1[CH:27]=[CH:26][C:25](B(O)O)=[CH:24][CH:23]=1. No catalyst specified. The product is [CH3:21][O:20][C:5]1[C:6]2[N:7]=[C:8]([NH:11][C:12]([C:14]3[S:15][C:16]([CH3:19])=[CH:17][CH:18]=3)=[O:13])[S:9][C:10]=2[C:2]([C:25]2[CH:26]=[CH:27][N:22]=[CH:23][CH:24]=2)=[CH:3][CH:4]=1. The yield is 0.0600. (2) The reactants are Br[C:2]1[C:16]([CH2:17][CH3:18])=[CH:15][C:5]([O:6][CH2:7][O:8][CH2:9][CH2:10][Si:11]([CH3:14])([CH3:13])[CH3:12])=[C:4]([F:19])[CH:3]=1.[B:20]1([B:20]2[O:24][C:23]([CH3:26])([CH3:25])[C:22]([CH3:28])([CH3:27])[O:21]2)[O:24][C:23]([CH3:26])([CH3:25])[C:22]([CH3:28])([CH3:27])[O:21]1.CC([O-])=O.[K+]. The catalyst is O1CCOCC1.C1C=CC(P(C2C=CC=CC=2)[C-]2C=CC=C2)=CC=1.C1C=CC(P(C2C=CC=CC=2)[C-]2C=CC=C2)=CC=1.Cl[Pd]Cl.[Fe+2]. The product is [CH2:17]([C:16]1[CH:15]=[C:5]([O:6][CH2:7][O:8][CH2:9][CH2:10][Si:11]([CH3:14])([CH3:13])[CH3:12])[C:4]([F:19])=[CH:3][C:2]=1[B:20]1[O:24][C:23]([CH3:26])([CH3:25])[C:22]([CH3:28])([CH3:27])[O:21]1)[CH3:18]. The yield is 1.30. (3) The reactants are [Cl:1][C:2]1[C:3]([N:16]2[CH2:21][CH2:20][CH2:19][C@@H:18]([NH:22]C(=O)OC(C)(C)C)[CH2:17]2)=[C:4]2[C:10]([NH:11][C:12](=[O:15])[CH2:13][CH3:14])=[CH:9][NH:8][C:5]2=[N:6][CH:7]=1.C(O)(C(F)(F)F)=O. The catalyst is C(Cl)Cl. The product is [ClH:1].[NH2:22][C@@H:18]1[CH2:19][CH2:20][CH2:21][N:16]([C:3]2[C:2]([Cl:1])=[CH:7][N:6]=[C:5]3[NH:8][CH:9]=[C:10]([NH:11][C:12](=[O:15])[CH2:13][CH3:14])[C:4]=23)[CH2:17]1. The yield is 0.923. (4) The reactants are Cl[C:2]1[S:3][C:4]2[CH:10]=[C:9]([Cl:11])[CH:8]=[CH:7][C:5]=2[N:6]=1.C(=O)([O-])[O-].[K+].[K+].[NH:18]1[CH2:23][CH2:22][NH:21][CH2:20][CH2:19]1. The catalyst is CN(C=O)C. The product is [Cl:11][C:9]1[CH:8]=[CH:7][C:5]2[N:6]=[C:2]([N:18]3[CH2:23][CH2:22][NH:21][CH2:20][CH2:19]3)[S:3][C:4]=2[CH:10]=1. The yield is 1.00. (5) The product is [NH2:27][S:24]([NH:2][CH2:3][CH2:4][NH:5][C:6]1[C:7]([C:11](=[N:12][OH:13])[NH:15][CH2:16][C:17]2[O:18][CH:19]=[C:20]([Br:22])[CH:21]=2)=[N:8][O:9][N:10]=1)(=[O:26])=[O:25]. The reactants are I.[NH2:2][CH2:3][CH2:4][NH:5][C:6]1[C:7]([C:11]2[N:15]([CH2:16][C:17]3[O:18][CH:19]=[C:20]([Br:22])[CH:21]=3)C(=O)[O:13][N:12]=2)=[N:8][O:9][N:10]=1.[S:24](N)([NH2:27])(=[O:26])=[O:25].[OH-].[Na+].O.C(O)(=O)C. The yield is 0.410. The catalyst is N1C=CC=CC=1.